Dataset: Catalyst prediction with 721,799 reactions and 888 catalyst types from USPTO. Task: Predict which catalyst facilitates the given reaction. (1) Reactant: [Br:1][C:2]1[CH:3]=[CH:4][C:5]([F:9])=[C:6]([OH:8])[CH:7]=1.[C:10]([O-])([O-])=O.[K+].[K+].CI. Product: [Br:1][C:2]1[CH:3]=[CH:4][C:5]([F:9])=[C:6]([O:8][CH3:10])[CH:7]=1. The catalyst class is: 369. (2) The catalyst class is: 302. Reactant: [CH3:1][O:2][C:3](=[O:26])[CH:4]([C:9]1[CH:10]=[C:11]([C:16]2[CH:21]=[CH:20][C:19]([C:22]([F:25])([F:24])[F:23])=[CH:18][CH:17]=2)[CH:12]=[C:13]([OH:15])[CH:14]=1)[CH2:5][CH:6]([CH3:8])[CH3:7].[CH:27]([C:30]1[CH:31]=[C:32](B(O)O)[CH:33]=[CH:34][CH:35]=1)([CH3:29])[CH3:28].C(N(CC)CC)C. Product: [CH3:1][O:2][C:3](=[O:26])[CH:4]([C:9]1[CH:10]=[C:11]([C:16]2[CH:17]=[CH:18][C:19]([C:22]([F:23])([F:25])[F:24])=[CH:20][CH:21]=2)[CH:12]=[C:13]([O:15][C:34]2[CH:33]=[CH:32][CH:31]=[C:30]([CH:27]([CH3:29])[CH3:28])[CH:35]=2)[CH:14]=1)[CH2:5][CH:6]([CH3:8])[CH3:7]. (3) Reactant: [CH3:1][O:2][C:3]1[CH:40]=[CH:39][C:6]([C:7]([NH:9][C:10]2[CH:15]=[CH:14][C:13]([O:16][Si](C(C)(C)C)(C)C)=[CH:12][C:11]=2[N:24]2[C:32](=[O:33])[C:31]3[CH:30]=[C:29]4[CH:34]=[CH:35][CH:36]=[CH:37][C:28]4=[CH:27][C:26]=3[C:25]2=[O:38])=[O:8])=[CH:5][CH:4]=1.O1CCOCC1.Cl. Product: [CH3:1][O:2][C:3]1[CH:4]=[CH:5][C:6]([C:7]([NH:9][C:10]2[CH:15]=[CH:14][C:13]([OH:16])=[CH:12][C:11]=2[N:24]2[C:25](=[O:38])[C:26]3[CH:27]=[C:28]4[CH:37]=[CH:36][CH:35]=[CH:34][C:29]4=[CH:30][C:31]=3[C:32]2=[O:33])=[O:8])=[CH:39][CH:40]=1. The catalyst class is: 5. (4) Reactant: C(Cl)Cl.[N+:4]([C:7]1[CH:8]=[C:9]([OH:13])[CH:10]=[CH:11][CH:12]=1)([O-:6])=[O:5].[CH3:14][C:15]([CH3:20])([CH3:19])[C:16](Cl)=[O:17].[NH4+].[Cl-]. Product: [C:16]([O:13][C:9]1[CH:10]=[CH:11][CH:12]=[C:7]([N+:4]([O-:6])=[O:5])[CH:8]=1)(=[O:17])[C:15]([CH3:20])([CH3:19])[CH3:14]. The catalyst class is: 377. (5) The catalyst class is: 94. Reactant: [CH3:1][C:2]1([CH3:14])[CH:11]=[CH:10][C:9]2[C:4](=[CH:5][CH:6]=[C:7]([C:12]#[N:13])[CH:8]=2)[O:3]1.C(O)C.N. Product: [NH2:13][CH2:12][C:7]1[CH:8]=[C:9]2[C:4](=[CH:5][CH:6]=1)[O:3][C:2]([CH3:14])([CH3:1])[CH:11]=[CH:10]2. (6) Reactant: [Cl:1][C:2]1[N:7]=[CH:6][C:5]([C:8]2[CH:20]=[CH:19][C:11]3[N:12]=[C:13]([NH:15]C(=O)C)[S:14][C:10]=3[CH:9]=2)=[CH:4][C:3]=1[NH:21][CH:22]([CH3:24])[CH3:23].[OH-].[Na+].O.Cl. Product: [Cl:1][C:2]1[N:7]=[CH:6][C:5]([C:8]2[CH:20]=[CH:19][C:11]3[N:12]=[C:13]([NH2:15])[S:14][C:10]=3[CH:9]=2)=[CH:4][C:3]=1[NH:21][CH:22]([CH3:24])[CH3:23]. The catalyst class is: 5.